The task is: Predict the reactants needed to synthesize the given product.. This data is from Full USPTO retrosynthesis dataset with 1.9M reactions from patents (1976-2016). (1) Given the product [Cl:1][C:2]1[CH:7]=[CH:6][CH:5]=[C:4]([Cl:8])[C:3]=1[CH2:9][CH:10]([CH3:34])[C:11]([C:13]1[C:14](=[O:33])[NH:15][C:16]([O:22][CH3:23])=[C:17]([O:20][CH3:21])[C:18]=1[OH:19])=[O:12], predict the reactants needed to synthesize it. The reactants are: [Cl:1][C:2]1[CH:7]=[CH:6][CH:5]=[C:4]([Cl:8])[C:3]=1[CH2:9][CH:10]([CH3:34])[C:11]([C:13]1[C:14](=[O:33])[N:15](CC2C=CC(OC)=CC=2)[C:16]([O:22][CH3:23])=[C:17]([O:20][CH3:21])[C:18]=1[OH:19])=[O:12]. (2) Given the product [CH2:26]([O:28][C:29]([C:31]1[CH:32]=[N:33][N:34]([C:2]2[N:6]([CH2:7][O:8][CH2:9][CH2:10][O:11][CH3:12])[C:5]3[CH:13]=[C:14]([Cl:19])[C:15]([Cl:18])=[C:16]([Cl:17])[C:4]=3[N:3]=2)[CH:35]=1)=[O:30])[CH3:27], predict the reactants needed to synthesize it. The reactants are: Cl[C:2]1[N:6]([CH2:7][O:8][CH2:9][CH2:10][O:11][CH3:12])[C:5]2[CH:13]=[C:14]([Cl:19])[C:15]([Cl:18])=[C:16]([Cl:17])[C:4]=2[N:3]=1.C([O-])([O-])=O.[Cs+].[Cs+].[CH2:26]([O:28][C:29]([C:31]1[CH:32]=[N:33][NH:34][CH:35]=1)=[O:30])[CH3:27].CN(C=O)C. (3) The reactants are: [Cl:1][C:2]1[CH:3]=[CH:4][C:5]([NH:12][C:13]2[CH:14]=[C:15]3[C:19](=[CH:20][CH:21]=2)[N:18]([CH2:22][CH:23]2[CH2:25][CH2:24]2)[CH:17]=[CH:16]3)=[C:6]([CH:11]=1)[C:7]([O:9]C)=[O:8].[OH-].[Na+]. Given the product [Cl:1][C:2]1[CH:3]=[CH:4][C:5]([NH:12][C:13]2[CH:14]=[C:15]3[C:19](=[CH:20][CH:21]=2)[N:18]([CH2:22][CH:23]2[CH2:25][CH2:24]2)[CH:17]=[CH:16]3)=[C:6]([CH:11]=1)[C:7]([OH:9])=[O:8], predict the reactants needed to synthesize it. (4) Given the product [N+:1]([C:4]1[NH:8][N:7]=[C:6]([C:9]([O:11][CH:12]([CH3:14])[CH3:13])=[O:10])[CH:5]=1)([O-:3])=[O:2], predict the reactants needed to synthesize it. The reactants are: [N+:1]([C:4]1[NH:8][N:7]=[C:6]([C:9]([OH:11])=[O:10])[CH:5]=1)([O-:3])=[O:2].[CH:12](O)([CH3:14])[CH3:13]. (5) Given the product [NH2:1][C@H:2]([CH2:16][C:17]1[CH:22]=[CH:21][C:20]([Cl:23])=[CH:19][C:18]=1[Cl:24])[C:3]([N:5]1[CH2:13][C:12]2[C:7](=[CH:8][CH:9]=[C:10]([CH2:14][NH2:15])[CH:11]=2)[CH2:6]1)=[O:4], predict the reactants needed to synthesize it. The reactants are: [NH2:1][C@H:2]([CH2:16][C:17]1[CH:22]=[CH:21][C:20]([Cl:23])=[CH:19][C:18]=1[Cl:24])[C:3]([N:5]1[CH2:13][C:12]2[C:7](=[CH:8][CH:9]=[C:10]([C:14]#[N:15])[CH:11]=2)[CH2:6]1)=[O:4].[BH4-].[Na+]. (6) Given the product [CH:74]1([CH2:51][O:52][C:53]2[CH:58]=[C:15]([C:16]3[C:11]4[CH:9]=[CH:8][O:7][C:1]=4[C:2](=[O:30])[N:18]([CH3:19])[CH:17]=3)[CH:14]=[C:13]([S:44]([CH3:47])(=[O:45])=[O:46])[CH:54]=2)[CH2:75][CH2:76]1, predict the reactants needed to synthesize it. The reactants are: [C:1]([O:7][CH2:8][CH3:9])(=O)[CH2:2]CCC.Cl[C:11]1[C:16]([CH2:17][CH2:18][CH3:19])=[CH:15][N:14]=[C:13](S(C)(=O)=O)N=1.C(OCC)(=[O:30])CCCCC.C(C1C(Cl)=NC([S:44]([CH3:47])(=[O:46])=[O:45])=NC=1)CCC.FC1C=[C:76](F)[CH:75]=[CH:74][C:51]=1[O:52][C:53]1[C:54](C2C=C(OC)C(=O)N(C)C=2)=NC(CS(C)(=O)=O)=N[CH:58]=1.CN1C=C(B2OC(C)(C)C(C)(C)O2)C=CC1=O.ClC1C(=O)N(C)C=C(C2C=C(NS(CC)(=O)=O)C=CC=2OC2C=CC(F)=CC=2F)C=1. (7) The reactants are: C[O:2][C:3](=[O:23])[C:4]1[C:5](=[C:10]([O:14][CH2:15][C:16]2[CH:21]=[CH:20][CH:19]=[C:18]([Cl:22])[CH:17]=2)[CH:11]=[CH:12][CH:13]=1)[C:6]([O:8]C)=[O:7]. Given the product [Cl:22][C:18]1[CH:17]=[C:16]([CH:21]=[CH:20][CH:19]=1)[CH2:15][O:14][C:10]1[CH:11]=[CH:12][CH:13]=[C:4]([C:3]([OH:23])=[O:2])[C:5]=1[C:6]([OH:8])=[O:7], predict the reactants needed to synthesize it. (8) Given the product [Cl:8][C:6]1[CH:5]=[CH:4][C:3]([O:9][C:10]2[CH:15]=[CH:14][CH:13]=[CH:12][CH:11]=2)=[C:2]([NH:1][CH:16]=[O:17])[CH:7]=1, predict the reactants needed to synthesize it. The reactants are: [NH2:1][C:2]1[CH:7]=[C:6]([Cl:8])[CH:5]=[CH:4][C:3]=1[O:9][C:10]1[CH:15]=[CH:14][CH:13]=[CH:12][CH:11]=1.[CH:16](O)=[O:17].CN(C(ON1N=NC2C=CC=CC1=2)=[N+](C)C)C.[B-](F)(F)(F)F.CCN(C(C)C)C(C)C.C([O-])(O)=O.[Na+].